Dataset: Forward reaction prediction with 1.9M reactions from USPTO patents (1976-2016). Task: Predict the product of the given reaction. (1) Given the reactants ClC1C=C(C(Cl)=O)C=C(Cl)C=1.[Cl:12][C:13]1[CH:14]=[C:15]([CH:17]=[CH:18][C:19]=1[O:20][C:21]1[C:30]2[C:25](=[CH:26][C:27]([O:33][CH3:34])=[C:28]([O:31][CH3:32])[CH:29]=2)[N:24]=[CH:23][CH:22]=1)[NH2:16].[Cl:35][C:36]1[CH:37]=[C:38]([C:43]([N:45]=[C:46]=[S:47])=[O:44])[CH:39]=[C:40]([Cl:42])[CH:41]=1, predict the reaction product. The product is: [Cl:35][C:36]1[CH:37]=[C:38]([C:43]([N:45]=[C:46]=[S:47])=[O:44])[CH:39]=[C:40]([Cl:42])[CH:41]=1.[Cl:12][C:13]1[CH:14]=[C:15]([NH:16][C:46]([NH:45][C:43](=[O:44])[C:38]2[CH:39]=[C:40]([Cl:42])[CH:41]=[C:36]([Cl:35])[CH:37]=2)=[S:47])[CH:17]=[CH:18][C:19]=1[O:20][C:21]1[C:30]2[C:25](=[CH:26][C:27]([O:33][CH3:34])=[C:28]([O:31][CH3:32])[CH:29]=2)[N:24]=[CH:23][CH:22]=1. (2) The product is: [O:1]1[CH2:5][CH2:4][CH2:3][C@@H:2]1[CH2:6][N:7]1[C:15]2[C:10](=[CH:11][CH:12]=[CH:13][CH:14]=2)[C:9]2([CH2:19][O:18][C:17]3[CH:20]=[C:21]4[C:25](=[CH:26][C:16]2=3)[C:24](=[N:30][OH:31])[CH2:23][O:22]4)[C:8]1=[O:28]. Given the reactants [O:1]1[CH2:5][CH2:4][CH2:3][C@@H:2]1[CH2:6][N:7]1[C:15]2[C:10](=[CH:11][CH:12]=[CH:13][CH:14]=2)[C:9]2([CH2:19][O:18][C:17]3[CH:20]=[C:21]4[C:25](=[CH:26][C:16]2=3)[C:24](=O)[CH2:23][O:22]4)[C:8]1=[O:28].Cl.[NH2:30][OH:31].C([O-])(=O)C.[Na+].[OH-].[Na+], predict the reaction product. (3) Given the reactants [H-].[Na+].[CH:3]12[CH2:9][C:8](=O)[CH:7]1[CH2:6][CH2:5][CH2:4]2.[OH2:11].[O:12]1[CH2:16][CH2:15][CH2:14][CH2:13]1, predict the reaction product. The product is: [CH:3]12[CH2:9][C:8](=[CH:14][C:13]([O:12][CH2:16][CH3:15])=[O:11])[CH:7]1[CH2:6][CH2:5][CH2:4]2. (4) Given the reactants Cl[C:2]1[N:7]=[CH:6][C:5]([CH2:8][N+:9]2[C:14]([O-:15])=[C:13]([C:16]3[CH:21]=[CH:20][C:19]([C:22]#[N:23])=[CH:18][CH:17]=3)[C:12](=[O:24])[N:11]3[CH:25]=[CH:26][CH:27]=[CH:28][C:10]=23)=[CH:4][CH:3]=1.[ClH:29].[OH:30][NH3+:31].CC(C)([O-])C.[K+], predict the reaction product. The product is: [Cl:29][C:2]1[N:7]=[CH:6][C:5]([CH2:8][N+:9]2[C:14]([O-:15])=[C:13]([C:16]3[CH:21]=[CH:20][C:19]([C:22](=[NH:23])[NH:31][OH:30])=[CH:18][CH:17]=3)[C:12](=[O:24])[N:11]3[CH:25]=[CH:26][CH:27]=[CH:28][C:10]=23)=[CH:4][CH:3]=1. (5) Given the reactants C=O.[BH3-][C:4]#N.[Na+].[Cl:7][C:8]1[CH:13]=[CH:12][C:11]([C@@H:14]([CH2:38][NH:39][CH:40]([CH3:42])[CH3:41])[C:15]([N:17]2[CH2:22][CH2:21][N:20]([C:23]3[C:28]([C:29]4[CH:34]=[CH:33][CH:32]=[CH:31][CH:30]=4)=[CH:27][N:26]=[C:25]4[NH:35][CH:36]=[CH:37][C:24]=34)[CH2:19][CH2:18]2)=[O:16])=[CH:10][CH:9]=1.C([O-])(O)=O.[Na+], predict the reaction product. The product is: [Cl:7][C:8]1[CH:13]=[CH:12][C:11]([C@@H:14]([CH2:38][N:39]([CH:40]([CH3:42])[CH3:41])[CH3:4])[C:15]([N:17]2[CH2:18][CH2:19][N:20]([C:23]3[C:28]([C:29]4[CH:34]=[CH:33][CH:32]=[CH:31][CH:30]=4)=[CH:27][N:26]=[C:25]4[NH:35][CH:36]=[CH:37][C:24]=34)[CH2:21][CH2:22]2)=[O:16])=[CH:10][CH:9]=1. (6) The product is: [C:17]([CH:19]([CH2:1][C:2]1[CH:7]=[CH:6][CH:5]=[CH:4][CH:3]=1)[C:20]([O:22][CH2:23][CH3:24])=[O:21])#[N:18]. Given the reactants [CH:1](=O)[C:2]1[CH:7]=[CH:6][CH:5]=[CH:4][CH:3]=1.N1CCCC1C(O)=O.[C:17]([CH2:19][C:20]([O:22][CH2:23][CH3:24])=[O:21])#[N:18].C1(N)C(N)=CC=CC=1, predict the reaction product.